Dataset: Full USPTO retrosynthesis dataset with 1.9M reactions from patents (1976-2016). Task: Predict the reactants needed to synthesize the given product. (1) Given the product [CH3:10][O:11][C:12]1[CH:13]=[C:14]([CH:16]=[CH:17][CH:18]=1)[N:15]=[CH:7][C:6]1[CH:5]=[N:4][CH:3]=[C:2]([CH3:1])[CH:9]=1, predict the reactants needed to synthesize it. The reactants are: [CH3:1][C:2]1[CH:3]=[N:4][CH:5]=[C:6]([CH:9]=1)[CH:7]=O.[CH3:10][O:11][C:12]1[CH:13]=[C:14]([CH:16]=[CH:17][CH:18]=1)[NH2:15]. (2) Given the product [C:14]1([NH:13][CH:2]=[C:3]2[C:11]3[C:6](=[CH:7][CH:8]=[CH:9][CH:10]=3)[NH:5][C:4]2=[O:12])[CH:19]=[CH:18][CH:17]=[CH:16][CH:15]=1, predict the reactants needed to synthesize it. The reactants are: O[CH:2]=[C:3]1[C:11]2[C:6](=[CH:7][CH:8]=[CH:9][CH:10]=2)[NH:5][C:4]1=[O:12].[NH2:13][C:14]1[CH:19]=[CH:18][CH:17]=[CH:16][CH:15]=1. (3) The reactants are: NC1[N:3]([CH3:23])[C:4]2[C:9]([C:10]=1[C:11]1[CH:16]=[CH:15][C:14]([O:17][CH3:18])=[CH:13][CH:12]=1)=[CH:8][C:7]([O:19][CH3:20])=[C:6]([O:21][CH3:22])[CH:5]=2.[CH2:24]([N:26]([CH2:29]C)CC)[CH3:25].C(Cl)(=[O:33])C. Given the product [CH3:20][O:19][C:7]1[CH:8]=[C:9]2[C:4](=[CH:5][C:6]=1[O:21][CH3:22])[NH:3][C:23]([CH2:29][NH:26][C:24](=[O:33])[CH3:25])=[C:10]2[C:11]1[CH:12]=[CH:13][C:14]([O:17][CH3:18])=[CH:15][CH:16]=1, predict the reactants needed to synthesize it. (4) Given the product [CH2:27]([O:31][C:32]([C:34]1[N:39]=[CH:38][C:37]2[CH:41]=[C:42]([C:44]3[CH:45]=[CH:46][C:47]([O:50][CH3:51])=[CH:48][CH:49]=3)[S:43][C:36]=2[C:35]=1[OH:52])=[O:33])[CH2:28][CH2:29][CH3:30], predict the reactants needed to synthesize it. The reactants are: C(OC(C1C(O)=C2C=C(C3C=CC(OC)=CC=3)SC2=C(Cl)N=1)=O)CCC.[CH2:27]([O:31][C:32]([C:34]1[N:39]=[C:38](Cl)[C:37]2[CH:41]=[C:42]([C:44]3[CH:49]=[CH:48][C:47]([O:50][CH3:51])=[CH:46][CH:45]=3)[S:43][C:36]=2[C:35]=1[OH:52])=[O:33])[CH2:28][CH2:29][CH3:30].